From a dataset of Full USPTO retrosynthesis dataset with 1.9M reactions from patents (1976-2016). Predict the reactants needed to synthesize the given product. (1) Given the product [OH:28][CH2:27][CH2:26][CH2:25][NH:24][C:23]1[C:14]2[N:15]([C:11]([C:9]3[NH:8][N:7]=[C:6]([C:4]([NH:34][CH3:33])=[O:3])[CH:10]=3)=[CH:12][N:13]=2)[C:16]2[C:21]([N:22]=1)=[CH:20][C:19]([C:29]([F:32])([F:31])[F:30])=[CH:18][CH:17]=2, predict the reactants needed to synthesize it. The reactants are: C([O:3][C:4]([C:6]1[CH:10]=[C:9]([C:11]2[N:15]3[C:16]4[C:21]([N:22]=[C:23]([NH:24][CH2:25][CH2:26][CH2:27][OH:28])[C:14]3=[N:13][CH:12]=2)=[CH:20][C:19]([C:29]([F:32])([F:31])[F:30])=[CH:18][CH:17]=4)[NH:8][N:7]=1)=O)C.[CH3:33][NH2:34]. (2) Given the product [CH3:40][O:41][C:42]1[CH:43]=[C:44]2[C:49](=[CH:50][C:51]=1[O:52][CH3:53])[N:48]=[CH:47][CH:46]=[C:45]2[O:54][C:55]1[CH:61]=[CH:60][C:58]([NH:59][C:38]([NH:37][C:35](=[O:36])[CH2:34][CH2:33][C:27]2[CH:32]=[CH:31][CH:30]=[CH:29][CH:28]=2)=[S:39])=[C:57]([F:62])[CH:56]=1, predict the reactants needed to synthesize it. The reactants are: S(Cl)(Cl)=O.C1(CCC(O)=O)C=CC=CC=1.C1(CCC(Cl)=O)C=CC=CC=1.[C:27]1([CH2:33][CH2:34][C:35]([N:37]=[C:38]=[S:39])=[O:36])[CH:32]=[CH:31][CH:30]=[CH:29][CH:28]=1.[CH3:40][O:41][C:42]1[CH:43]=[C:44]2[C:49](=[CH:50][C:51]=1[O:52][CH3:53])[N:48]=[CH:47][CH:46]=[C:45]2[O:54][C:55]1[CH:61]=[CH:60][C:58]([NH2:59])=[C:57]([F:62])[CH:56]=1. (3) Given the product [Cl:52][C:36]([Cl:35])=[CH:37][CH2:38][O:39][C:40]1[CH:49]=[C:48]([Cl:50])[C:43]([O:44][CH2:45][CH2:46][N:30]2[N:31]=[N:32][C:28]([C:24]3[CH:25]=[CH:26][CH:27]=[C:22]([C:21]([F:20])([F:33])[F:34])[CH:23]=3)=[N:29]2)=[C:42]([Cl:51])[CH:41]=1, predict the reactants needed to synthesize it. The reactants are: C1(P(C2C=CC=CC=2)C2C=CC=CC=2)C=CC=CC=1.[F:20][C:21]([F:34])([F:33])[C:22]1[CH:23]=[C:24]([C:28]2[N:29]=[N:30][NH:31][N:32]=2)[CH:25]=[CH:26][CH:27]=1.[Cl:35][C:36]([Cl:52])=[CH:37][CH2:38][O:39][C:40]1[CH:49]=[C:48]([Cl:50])[C:43]([O:44][CH2:45][CH2:46]O)=[C:42]([Cl:51])[CH:41]=1. (4) Given the product [CH3:33][S:34]([O:21][CH2:20][CH2:19][C:16]1[CH:17]=[CH:18][C:13]([C:12]2[N:8]([C:5]3[CH:6]=[CH:7][C:2]([Cl:1])=[CH:3][CH:4]=3)[N:9]=[C:10]([C:22]([F:23])([F:25])[F:24])[CH:11]=2)=[CH:14][CH:15]=1)(=[O:36])=[O:35], predict the reactants needed to synthesize it. The reactants are: [Cl:1][C:2]1[CH:7]=[CH:6][C:5]([N:8]2[C:12]([C:13]3[CH:18]=[CH:17][C:16]([CH2:19][CH2:20][OH:21])=[CH:15][CH:14]=3)=[CH:11][C:10]([C:22]([F:25])([F:24])[F:23])=[N:9]2)=[CH:4][CH:3]=1.C(N(CC)CC)C.[CH3:33][S:34](Cl)(=[O:36])=[O:35]. (5) Given the product [NH2:5][C:4]1[CH:3]=[C:2]([F:1])[C:8]([CH:22]=[O:23])=[C:7]([F:9])[CH:6]=1, predict the reactants needed to synthesize it. The reactants are: [F:1][C:2]1[CH:3]=[C:4]([CH:6]=[C:7]([F:9])[CH:8]=1)[NH2:5].C[Si](Cl)(C)C.C([Li])CCC.CN(C)[CH:22]=[O:23].Cl. (6) Given the product [F:8][C:4]1[C:3]2[O:9][CH2:11][C:12](=[O:13])[NH:1][C:2]=2[CH:7]=[CH:6][CH:5]=1, predict the reactants needed to synthesize it. The reactants are: [NH2:1][C:2]1[CH:7]=[CH:6][CH:5]=[C:4]([F:8])[C:3]=1[OH:9].Cl[CH2:11][C:12](Cl)=[O:13].C([O-])([O-])=O.[K+].[K+]. (7) Given the product [CH3:22][C:3]1[S:4][C:5]2[C:10]([N:11]3[CH2:16][CH2:15][O:14][CH2:13][CH2:12]3)=[N:9][C:8]([C:17]3[S:18][CH:19]=[CH:20][CH:21]=3)=[N:7][C:6]=2[C:2]=1[C:31]1[CH:32]=[N:33][C:34]([NH2:37])=[N:35][CH:36]=1, predict the reactants needed to synthesize it. The reactants are: Br[C:2]1[C:6]2[N:7]=[C:8]([C:17]3[S:18][CH:19]=[CH:20][CH:21]=3)[N:9]=[C:10]([N:11]3[CH2:16][CH2:15][O:14][CH2:13][CH2:12]3)[C:5]=2[S:4][C:3]=1[CH3:22].CC1(C)C(C)(C)OB([C:31]2[CH:32]=[N:33][C:34]([NH2:37])=[N:35][CH:36]=2)O1. (8) Given the product [ClH:43].[F:19][C@H:7]1[C@@H:6]([O:5][C:4]2[CH:20]=[CH:21][C:22]([C:24]3[N:29]=[C:28]([NH:30][C:31]4[CH:36]=[CH:35][C:34]([S:37]([CH3:40])(=[O:39])=[O:38])=[C:33]([O:41][CH3:42])[CH:32]=4)[N:27]=[CH:26][N:25]=3)=[CH:23][C:3]=2[C:1]#[N:2])[CH2:11][CH2:10][NH:9][CH2:8]1, predict the reactants needed to synthesize it. The reactants are: [C:1]([C:3]1[CH:23]=[C:22]([C:24]2[N:29]=[C:28]([NH:30][C:31]3[CH:36]=[CH:35][C:34]([S:37]([CH3:40])(=[O:39])=[O:38])=[C:33]([O:41][CH3:42])[CH:32]=3)[N:27]=[CH:26][N:25]=2)[CH:21]=[CH:20][C:4]=1[O:5][C@H:6]1[CH2:11][CH2:10][N:9](C(OC(C)(C)C)=O)[CH2:8][C@H:7]1[F:19])#[N:2].[Cl:43]CCl.